This data is from Full USPTO retrosynthesis dataset with 1.9M reactions from patents (1976-2016). The task is: Predict the reactants needed to synthesize the given product. The reactants are: [CH3:1][O:2][C:3]1[CH:4]=[C:5]([CH:8]=[CH:9][C:10]=1[N+:11]([O-:13])=[O:12])[C:6]#[N:7].C[O:15]C1C=C(C=CC=1[N+]([O-])=O)C(O)=O.C(Cl)(=O)C(Cl)=O. Given the product [CH3:1][O:2][C:3]1[CH:4]=[C:5]([CH:8]=[CH:9][C:10]=1[N+:11]([O-:13])=[O:12])[C:6]([NH2:7])=[O:15], predict the reactants needed to synthesize it.